This data is from Forward reaction prediction with 1.9M reactions from USPTO patents (1976-2016). The task is: Predict the product of the given reaction. Given the reactants [OH-].[Na+].[OH:3][C:4]1[CH:17]=[CH:16][C:7]2[C@H:8]([CH2:11][C:12]([O:14]C)=[O:13])[CH2:9][O:10][C:6]=2[CH:5]=1.Cl, predict the reaction product. The product is: [OH:3][C:4]1[CH:17]=[CH:16][C:7]2[C@H:8]([CH2:11][C:12]([OH:14])=[O:13])[CH2:9][O:10][C:6]=2[CH:5]=1.